Dataset: NCI-60 drug combinations with 297,098 pairs across 59 cell lines. Task: Regression. Given two drug SMILES strings and cell line genomic features, predict the synergy score measuring deviation from expected non-interaction effect. (1) Drug 1: CC1C(C(CC(O1)OC2CC(CC3=C2C(=C4C(=C3O)C(=O)C5=C(C4=O)C(=CC=C5)OC)O)(C(=O)CO)O)N)O.Cl. Drug 2: C1C(C(OC1N2C=NC(=NC2=O)N)CO)O. Cell line: MDA-MB-231. Synergy scores: CSS=5.87, Synergy_ZIP=-3.15, Synergy_Bliss=-1.70, Synergy_Loewe=-1.27, Synergy_HSA=-0.433. (2) Drug 1: CC1OCC2C(O1)C(C(C(O2)OC3C4COC(=O)C4C(C5=CC6=C(C=C35)OCO6)C7=CC(=C(C(=C7)OC)O)OC)O)O. Drug 2: CC1CCC2CC(C(=CC=CC=CC(CC(C(=O)C(C(C(=CC(C(=O)CC(OC(=O)C3CCCCN3C(=O)C(=O)C1(O2)O)C(C)CC4CCC(C(C4)OC)OCCO)C)C)O)OC)C)C)C)OC. Cell line: MOLT-4. Synergy scores: CSS=75.2, Synergy_ZIP=0.991, Synergy_Bliss=0.343, Synergy_Loewe=1.32, Synergy_HSA=3.86. (3) Drug 1: CC(CN1CC(=O)NC(=O)C1)N2CC(=O)NC(=O)C2. Drug 2: CC1=C(C(=O)C2=C(C1=O)N3CC4C(C3(C2COC(=O)N)OC)N4)N. Cell line: SK-MEL-5. Synergy scores: CSS=29.2, Synergy_ZIP=-14.5, Synergy_Bliss=-18.6, Synergy_Loewe=-31.3, Synergy_HSA=-15.5. (4) Drug 1: C1=CN(C(=O)N=C1N)C2C(C(C(O2)CO)O)O.Cl. Drug 2: C1CNP(=O)(OC1)N(CCCl)CCCl. Cell line: CAKI-1. Synergy scores: CSS=42.2, Synergy_ZIP=0.179, Synergy_Bliss=-6.19, Synergy_Loewe=-55.3, Synergy_HSA=-6.93. (5) Drug 1: C1CC(=O)NC(=O)C1N2CC3=C(C2=O)C=CC=C3N. Drug 2: C1=NC2=C(N1)C(=S)N=CN2. Cell line: BT-549. Synergy scores: CSS=4.92, Synergy_ZIP=-10.1, Synergy_Bliss=-16.3, Synergy_Loewe=-14.9, Synergy_HSA=-14.8. (6) Drug 1: COC1=C2C(=CC3=C1OC=C3)C=CC(=O)O2. Drug 2: C1CNP(=O)(OC1)N(CCCl)CCCl. Cell line: SK-MEL-28. Synergy scores: CSS=-6.37, Synergy_ZIP=1.75, Synergy_Bliss=-1.37, Synergy_Loewe=-4.12, Synergy_HSA=-4.47. (7) Drug 1: C1=CN(C(=O)N=C1N)C2C(C(C(O2)CO)O)O.Cl. Drug 2: COCCOC1=C(C=C2C(=C1)C(=NC=N2)NC3=CC=CC(=C3)C#C)OCCOC.Cl. Cell line: SK-MEL-28. Synergy scores: CSS=20.2, Synergy_ZIP=-8.25, Synergy_Bliss=2.76, Synergy_Loewe=-18.1, Synergy_HSA=1.54. (8) Drug 1: CC(C)(C#N)C1=CC(=CC(=C1)CN2C=NC=N2)C(C)(C)C#N. Drug 2: C1CC(=O)NC(=O)C1N2C(=O)C3=CC=CC=C3C2=O. Cell line: SK-MEL-5. Synergy scores: CSS=-2.79, Synergy_ZIP=1.78, Synergy_Bliss=1.71, Synergy_Loewe=-0.409, Synergy_HSA=-0.968. (9) Drug 1: C1CCC(C1)C(CC#N)N2C=C(C=N2)C3=C4C=CNC4=NC=N3. Drug 2: CNC(=O)C1=CC=CC=C1SC2=CC3=C(C=C2)C(=NN3)C=CC4=CC=CC=N4. Cell line: EKVX. Synergy scores: CSS=8.49, Synergy_ZIP=-1.95, Synergy_Bliss=-0.181, Synergy_Loewe=0.610, Synergy_HSA=1.08. (10) Drug 1: CC1C(C(CC(O1)OC2CC(OC(C2O)C)OC3=CC4=CC5=C(C(=O)C(C(C5)C(C(=O)C(C(C)O)O)OC)OC6CC(C(C(O6)C)O)OC7CC(C(C(O7)C)O)OC8CC(C(C(O8)C)O)(C)O)C(=C4C(=C3C)O)O)O)O. Drug 2: C#CCC(CC1=CN=C2C(=N1)C(=NC(=N2)N)N)C3=CC=C(C=C3)C(=O)NC(CCC(=O)O)C(=O)O. Cell line: HS 578T. Synergy scores: CSS=9.80, Synergy_ZIP=0.334, Synergy_Bliss=-0.946, Synergy_Loewe=-0.663, Synergy_HSA=-0.869.